Dataset: Full USPTO retrosynthesis dataset with 1.9M reactions from patents (1976-2016). Task: Predict the reactants needed to synthesize the given product. Given the product [Cl:16][C:13]1[CH:14]=[CH:15][C:10]([CH2:9][C:4]2[CH:3]=[N:33][C:34]3[N:35]([N:36]=[CH:37][C:38]=3[C:39]([OH:41])=[O:40])[CH:5]=2)=[CH:11][C:12]=1[O:17][C:18]([F:19])([F:20])[F:21], predict the reactants needed to synthesize it. The reactants are: CO[C:3](=O)[CH:4]([CH2:9][C:10]1[CH:15]=[CH:14][C:13]([Cl:16])=[C:12]([O:17][C:18]([F:21])([F:20])[F:19])[CH:11]=1)[C:5](OC)=O.[H-].C([Al+]CC(C)C)C(C)C.[NH2:33][C:34]1[C:38]([C:39]([O:41]CC)=[O:40])=[CH:37][NH:36][N:35]=1.Cl.